This data is from Catalyst prediction with 721,799 reactions and 888 catalyst types from USPTO. The task is: Predict which catalyst facilitates the given reaction. (1) Reactant: [Br:1][C:2]1[C:7]([CH3:8])=[CH:6][C:5]([OH:9])=[CH:4][C:3]=1[CH3:10].[H-].[Na+].Br[CH2:14][C:15]#[C:16][CH2:17][CH3:18].Cl. Product: [Br:1][C:2]1[C:7]([CH3:8])=[CH:6][C:5]([O:9][CH2:14][C:15]#[C:16][CH2:17][CH3:18])=[CH:4][C:3]=1[CH3:10]. The catalyst class is: 9. (2) Reactant: [Si:1]([O:8][CH2:9][C:10]1[C:11]([F:22])=[C:12]([N:16]2[CH2:21][CH2:20][NH:19][CH2:18][CH2:17]2)[CH:13]=[CH:14][CH:15]=1)([C:4]([CH3:7])([CH3:6])[CH3:5])([CH3:3])[CH3:2].Cl.Cl[C:25]1[N:26]=[N:27][CH:28]=[CH:29][CH:30]=1.C1(P(C2CCCCC2)C2C=CC=CC=2C2C(OC)=CC=CC=2OC)CCCCC1.CC(C)([O-])C.[Na+]. Product: [Si:1]([O:8][CH2:9][C:10]1[C:11]([F:22])=[C:12]([N:16]2[CH2:21][CH2:20][N:19]([C:25]3[N:26]=[N:27][CH:28]=[CH:29][CH:30]=3)[CH2:18][CH2:17]2)[CH:13]=[CH:14][CH:15]=1)([C:4]([CH3:7])([CH3:5])[CH3:6])([CH3:3])[CH3:2]. The catalyst class is: 101. (3) Reactant: [NH2:1][C@H:2]1[CH2:7][CH2:6][CH2:5][N:4]([CH:8]2[CH2:13][CH2:12][N:11]([C:14]([O:16][C:17]([CH3:20])([CH3:19])[CH3:18])=[O:15])[CH2:10][CH2:9]2)[C:3]1=[O:21].F[C:23]1[CH:28]=[CH:27][C:26]([S:29]([CH3:32])(=[O:31])=[O:30])=[CH:25][C:24]=1[F:33].C([O-])([O-])=O.[Na+].[Na+].O. Product: [F:33][C:24]1[CH:25]=[C:26]([S:29]([CH3:32])(=[O:31])=[O:30])[CH:27]=[CH:28][C:23]=1[NH:1][C@H:2]1[CH2:7][CH2:6][CH2:5][N:4]([CH:8]2[CH2:9][CH2:10][N:11]([C:14]([O:16][C:17]([CH3:18])([CH3:20])[CH3:19])=[O:15])[CH2:12][CH2:13]2)[C:3]1=[O:21]. The catalyst class is: 16. (4) Reactant: C([NH:9][C:10]1[O:11][C@H:12]([C:33]([F:36])([F:35])[F:34])[CH2:13][C@:14]([C:18]2[CH:19]=[C:20]([CH:29]=[CH:30][C:31]=2[F:32])[C:21]([NH:23][C@@H:24]([CH3:28])[CH2:25][O:26][CH3:27])=[O:22])([CH2:16][F:17])[N:15]=1)(=O)C1C=CC=CC=1.N12CCCN=C1CCCCC2. Product: [NH2:9][C:10]1[O:11][C@H:12]([C:33]([F:36])([F:35])[F:34])[CH2:13][C@:14]([C:18]2[CH:19]=[C:20]([CH:29]=[CH:30][C:31]=2[F:32])[C:21]([NH:23][C@@H:24]([CH3:28])[CH2:25][O:26][CH3:27])=[O:22])([CH2:16][F:17])[N:15]=1. The catalyst class is: 5. (5) The catalyst class is: 46. Product: [CH3:1][O:2][C:26]1[N:25]=[CH:24][CH:23]=[CH:22][C:18]=1[C:17]([NH:43][CH:44]1[C:50]2=[N:51][C:52]([C:56]3[CH:61]=[CH:60][N:59]=[CH:58][N:57]=3)=[CH:53][C:54](=[O:55])[N:49]2[CH2:48][CH2:47][NH:46][CH2:45]1)=[O:31]. Reactant: [CH3:1][O:2]C1N=C(C(O)=O)C=CC=1.C(N([CH2:17][CH3:18])CC)C.Cl.CN(C)[CH2:22][CH2:23][CH2:24][N:25]=[C:26]=NCC.[OH:31]N1C2C=CC=CC=2N=N1.Br.Br.[NH2:43][CH:44]1[C:50]2=[N:51][C:52]([C:56]3[CH:61]=[CH:60][N:59]=[CH:58][N:57]=3)=[CH:53][C:54](=[O:55])[N:49]2[CH2:48][CH2:47][NH:46][CH2:45]1. (6) Reactant: [CH:1]([C:3]1[CH:8]=[CH:7][C:6]([CH:9]2[CH2:13][CH2:12][CH2:11][N:10]2[C:14]([O:16][CH2:17][C:18]2[CH:23]=[CH:22][CH:21]=[CH:20][CH:19]=2)=[O:15])=[CH:5][CH:4]=1)=O.[NH2:24][C:25]1[CH:33]=[CH:32][CH:31]=[C:30]2[C:26]=1[CH2:27][O:28][C:29]2=[O:34].[O-]S([O-])(=O)=O.[Mg+2]. Product: [O:34]=[C:29]1[C:30]2[C:26](=[C:25](/[N:24]=[CH:1]/[C:3]3[CH:4]=[CH:5][C:6]([CH:9]4[CH2:13][CH2:12][CH2:11][N:10]4[C:14]([O:16][CH2:17][C:18]4[CH:23]=[CH:22][CH:21]=[CH:20][CH:19]=4)=[O:15])=[CH:7][CH:8]=3)[CH:33]=[CH:32][CH:31]=2)[CH2:27][O:28]1. The catalyst class is: 23. (7) Reactant: C1C2C(COC(=O)[NH:17][C@H:18]3[CH2:23][CH2:22][CH2:21][C:20]([F:25])([F:24])[C@@H:19]3[NH:26][C:27]([C:29]3[S:30][C:31]([CH2:43][CH3:44])=[C:32]([C:34]4[N:38]5[N:39]=[CH:40][CH:41]=[CH:42][C:37]5=[N:36][CH:35]=4)[CH:33]=3)=[O:28])C3C(=CC=CC=3)C=2C=CC=1.N1CCCCC1. Product: [NH2:17][C@@H:18]1[C@@H:19]([NH:26][C:27]([C:29]2[S:30][C:31]([CH2:43][CH3:44])=[C:32]([C:34]3[N:38]4[N:39]=[CH:40][CH:41]=[CH:42][C:37]4=[N:36][CH:35]=3)[CH:33]=2)=[O:28])[C:20]([F:25])([F:24])[CH2:21][CH2:22][CH2:23]1. The catalyst class is: 3. (8) Reactant: [Cl:1][C:2]1[CH:3]=[C:4]([CH:16]=[CH:17][CH:18]=1)[O:5][C:6]1[CH:7]=[C:8]2[C:12](=[CH:13][CH:14]=1)[NH:11][N:10]=[C:9]2[I:15].[CH3:19]C([O-])(C)C.[K+].CI.ClC1C=C(C=CC=1)OC1C=C2C(=CC=1)N(C)N=C2I. Product: [Cl:1][C:2]1[CH:3]=[C:4]([CH:16]=[CH:17][CH:18]=1)[O:5][C:6]1[CH:14]=[CH:13][C:12]2[C:8](=[C:9]([I:15])[N:10]([CH3:19])[N:11]=2)[CH:7]=1. The catalyst class is: 1. (9) Reactant: [C:1]([OH:9])(=[O:8])/[C:2](=[C:4](\[CH:6]=O)/[Br:5])/Br.S(O)(O)(=O)=O.[CH3:15][S:16][C:17](=[NH:19])[NH2:18].C(N(CC)CC)C.C. Product: [Br:5][C:4]1[C:2]([C:1]([OH:9])=[O:8])=[N:18][C:17]([S:16][CH3:15])=[N:19][CH:6]=1. The catalyst class is: 6. (10) The catalyst class is: 24. Product: [Cl:1][C:2]1[CH:21]=[CH:20][C:5]([O:6][C:7]2[CH:12]=[N:11][CH:10]=[C:9]3[S:13][C:14]([C:16]([OH:18])=[O:17])=[CH:15][C:8]=23)=[CH:4][CH:3]=1. Reactant: [Cl:1][C:2]1[CH:21]=[CH:20][C:5]([O:6][C:7]2[CH:12]=[N:11][CH:10]=[C:9]3[S:13][C:14]([C:16]([O:18]C)=[O:17])=[CH:15][C:8]=23)=[CH:4][CH:3]=1.O.[OH-].[Li+].N#N.C(O)=O.